Dataset: Merck oncology drug combination screen with 23,052 pairs across 39 cell lines. Task: Regression. Given two drug SMILES strings and cell line genomic features, predict the synergy score measuring deviation from expected non-interaction effect. Drug 1: CN(Cc1cnc2nc(N)nc(N)c2n1)c1ccc(C(=O)NC(CCC(=O)O)C(=O)O)cc1. Drug 2: CC(C)CC(NC(=O)C(Cc1ccccc1)NC(=O)c1cnccn1)B(O)O. Cell line: T47D. Synergy scores: synergy=-35.0.